This data is from Full USPTO retrosynthesis dataset with 1.9M reactions from patents (1976-2016). The task is: Predict the reactants needed to synthesize the given product. (1) Given the product [C:1]([C:3]1([NH:6][C:7]([C@@H:9]2[CH2:13][C@@H:12]([S:14]([C:17]3[CH:22]=[CH:21][C:20]([F:23])=[CH:19][C:18]=3[Cl:24])(=[O:16])=[O:15])[CH2:11][C@H:10]2[CH2:25][F:27])=[O:8])[CH2:5][CH2:4]1)#[N:2], predict the reactants needed to synthesize it. The reactants are: [C:1]([C:3]1([NH:6][C:7]([C@@H:9]2[CH2:13][C@@H:12]([S:14]([C:17]3[CH:22]=[CH:21][C:20]([F:23])=[CH:19][C:18]=3[Cl:24])(=[O:16])=[O:15])[CH2:11][C@H:10]2[CH2:25]O)=[O:8])[CH2:5][CH2:4]1)#[N:2].[F:27]C(F)(S(F)(=O)=O)C(F)(F)C(F)(F)C(F)(F)F.C(N(CC)CC)C. (2) The reactants are: [CH3:1][O:2][C:3]1[CH:8]=[CH:7][C:6]([O:9][CH3:10])=[C:5]([CH3:11])[C:4]=1[CH3:12].[CH:13]([O:16]C)(Cl)Cl. Given the product [CH3:10][O:9][C:6]1[C:5]([CH3:11])=[C:4]([CH3:12])[C:3]([O:2][CH3:1])=[CH:8][C:7]=1[CH:13]=[O:16], predict the reactants needed to synthesize it. (3) Given the product [Cl:1][C:2]1[CH:9]=[CH:8][C:5]([CH:6]([NH2:7])[CH2:11][CH:12]([CH3:14])[CH3:13])=[C:4]([CH3:10])[CH:3]=1, predict the reactants needed to synthesize it. The reactants are: [Cl:1][C:2]1[CH:9]=[CH:8][C:5]([C:6]#[N:7])=[C:4]([CH3:10])[CH:3]=1.[CH2:11]([Mg]Br)[CH:12]([CH3:14])[CH3:13]. (4) Given the product [NH2:10][C:9]([P:11](=[O:12])([OH:14])[OH:13])([P:11](=[O:14])([OH:13])[OH:12])[CH2:1][CH2:2][CH2:3][CH2:4][CH2:5][CH2:6][CH2:7][CH3:8], predict the reactants needed to synthesize it. The reactants are: [CH2:1]([C:9]#[N:10])[CH2:2][CH2:3][CH2:4][CH2:5][CH2:6][CH2:7][CH3:8].[P:11]([OH:14])([OH:13])[OH:12].C1(S(O)(=O)=O)C=CC=CC=1.P(Cl)(Cl)Cl. (5) Given the product [NH2:6][C:5]1[CH:4]=[C:3]([CH:9]=[CH:8][CH:7]=1)[CH2:1][NH2:2], predict the reactants needed to synthesize it. The reactants are: [C:1]([C:3]1[CH:4]=[C:5]([CH:7]=[CH:8][CH:9]=1)[NH2:6])#[N:2]. (6) The reactants are: [F:1][C:2]([F:7])([F:6])[C:3]([OH:5])=[O:4].[F:8][C:9]([F:14])([F:13])[C:10]([OH:12])=[O:11].[F:15][C:16]([F:21])([F:20])[C:17]([OH:19])=[O:18].[CH3:22][C:23]1[CH:32]=[C:31]([CH2:33][O:34][C:35]2[CH:40]=[CH:39][C:38]([C:41]3([N:50]4[CH2:55][CH2:54][NH:53][CH2:52][CH2:51]4)[C:46](=[O:47])[NH:45][C:44](=[O:48])[NH:43][C:42]3=[O:49])=[CH:37][CH:36]=2)[C:30]2[C:25](=[CH:26][CH:27]=[CH:28][CH:29]=2)[N:24]=1.[CH:56](=O)[CH2:57][CH2:58][CH2:59][CH2:60][CH3:61]. Given the product [F:1][C:2]([F:7])([F:6])[C:3]([OH:5])=[O:4].[F:8][C:9]([F:14])([F:13])[C:10]([OH:12])=[O:11].[F:15][C:16]([F:21])([F:20])[C:17]([OH:19])=[O:18].[CH2:56]([N:53]1[CH2:54][CH2:55][N:50]([C:41]2([C:38]3[CH:37]=[CH:36][C:35]([O:34][CH2:33][C:31]4[C:30]5[C:25](=[CH:26][CH:27]=[CH:28][CH:29]=5)[N:24]=[C:23]([CH3:22])[CH:32]=4)=[CH:40][CH:39]=3)[C:46](=[O:47])[NH:45][C:44](=[O:48])[NH:43][C:42]2=[O:49])[CH2:51][CH2:52]1)[CH2:57][CH2:58][CH2:59][CH2:60][CH3:61], predict the reactants needed to synthesize it. (7) Given the product [CH3:19][O:18][C:16]([C:10]1[N:1]=[C:2]2[C:6]([C:7]#[N:8])=[CH:5][NH:4][N:3]2[C:12](=[O:14])[C:11]=1[OH:15])=[O:17], predict the reactants needed to synthesize it. The reactants are: [NH2:1][C:2]1[C:6]([C:7]#[N:8])=[CH:5][NH:4][N:3]=1.O/[C:10](/[C:16]([O-:18])=[O:17])=[C:11](/[OH:15])\[C:12]([O-:14])=O.[C:19](OCC)(=O)C. (8) Given the product [O:29]=[C:28]1[N:22]=[C:21]2[CH:20]=[CH:19][C:4]([O:5][CH2:6][CH2:7][CH2:8][N:9]3[CH2:18][CH2:17][C:16]4[C:11](=[CH:12][CH:13]=[CH:14][CH:15]=4)[CH2:10]3)=[CH:3][C:2]2=[N:1]1, predict the reactants needed to synthesize it. The reactants are: [NH2:1][C:2]1[CH:3]=[C:4]([CH:19]=[CH:20][C:21]=1[NH2:22])[O:5][CH2:6][CH2:7][CH2:8][N:9]1[CH2:18][CH2:17][C:16]2[C:11](=[CH:12][CH:13]=[CH:14][CH:15]=2)[CH2:10]1.C1N=CN([C:28](N2C=NC=C2)=[O:29])C=1. (9) Given the product [CH2:18]([O:19][C:13](=[O:14])[C:11]([C:4]1[C:3]2[C:7](=[CH:8][CH:9]=[CH:10][C:2]=2[Cl:1])[NH:6][CH:5]=1)=[O:12])[CH3:17], predict the reactants needed to synthesize it. The reactants are: [Cl:1][C:2]1[CH:10]=[CH:9][CH:8]=[C:7]2[C:3]=1[CH:4]=[CH:5][NH:6]2.[C:11](Cl)([C:13](Cl)=[O:14])=[O:12].[CH3:17][CH2:18][OH:19]. (10) The reactants are: [ClH:1].O1CCOCC1.C(OC([N:15]1[C:23]2[C:18](=[CH:19][C:20]([O:24][CH2:25][C:26]3[CH:30]=[C:29]([C:31]#[N:32])[N:28]([C:33]4[CH:38]=[CH:37][CH:36]=[CH:35][CH:34]=4)[N:27]=3)=[CH:21][CH:22]=2)[CH2:17][CH2:16]1)=O)(C)(C)C. Given the product [ClH:1].[C:31]([C:29]1[N:28]([C:33]2[CH:34]=[CH:35][CH:36]=[CH:37][CH:38]=2)[N:27]=[C:26]([CH2:25][O:24][C:20]2[CH:19]=[C:18]3[C:23](=[CH:22][CH:21]=2)[NH:15][CH2:16][CH2:17]3)[CH:30]=1)#[N:32], predict the reactants needed to synthesize it.